This data is from Reaction yield outcomes from USPTO patents with 853,638 reactions. The task is: Predict the reaction yield, written as a fraction of the theoretical maximum amount of product (1.0 means a 100% yield; for example, 0.34 means a 34% yield). (1) The reactants are [Cl:1][CH2:2][CH2:3][CH2:4][NH:5][C:6]([C:8]1[CH:9]=[N:10][N:11]2[CH:16]=[CH:15][C:14]([N:17]3[C@@H:21]([C:22]4[C:23]([O:29]C)=[N:24][CH:25]=[C:26]([F:28])[CH:27]=4)[CH2:20][O:19][C:18]3=[O:31])=[N:13][C:12]=12)=[O:7]. The catalyst is Cl.O1CCOCC1. The product is [Cl:1][CH2:2][CH2:3][CH2:4][NH:5][C:6]([C:8]1[CH:9]=[N:10][N:11]2[CH:16]=[CH:15][C:14]([N:17]3[C@@H:21]([C:22]4[C:23](=[O:29])[NH:24][CH:25]=[C:26]([F:28])[CH:27]=4)[CH2:20][O:19][C:18]3=[O:31])=[N:13][C:12]=12)=[O:7]. The yield is 1.00. (2) The reactants are [Br:1][C:2]1[C:7]2[CH:8]=[CH:9][CH:10]=[CH:11][C:6]=2[C:5](=[O:12])[O:4][C:3]=1[C@H:13]([OH:16])[CH2:14][OH:15].N1C=CN=C1.[C:22]([Si:26]([C:34]1[CH:39]=[CH:38][CH:37]=[CH:36][CH:35]=1)([C:28]1[CH:33]=[CH:32][CH:31]=[CH:30][CH:29]=1)Cl)([CH3:25])([CH3:24])[CH3:23].O. The catalyst is CN(C)C=O. The product is [Br:1][C:2]1[C:7]2[C:6](=[CH:11][CH:10]=[CH:9][CH:8]=2)[C:5](=[O:12])[O:4][C:3]=1[C@H:13]([OH:16])[CH2:14][O:15][Si:26]([C:22]([CH3:25])([CH3:24])[CH3:23])([C:34]1[CH:35]=[CH:36][CH:37]=[CH:38][CH:39]=1)[C:28]1[CH:33]=[CH:32][CH:31]=[CH:30][CH:29]=1. The yield is 0.640.